This data is from Full USPTO retrosynthesis dataset with 1.9M reactions from patents (1976-2016). The task is: Predict the reactants needed to synthesize the given product. Given the product [OH:9][C:7]1[N:6]([C:10]([C:13]2[CH:14]=[CH:15][CH:16]=[CH:17][CH:18]=2)([CH3:12])[CH3:11])[N:5]=[C:4]([CH:1]([CH3:3])[CH3:2])[C:8]=1[C:23]([O:25][CH2:26][CH3:27])=[O:24], predict the reactants needed to synthesize it. The reactants are: [CH:1]([C:4]1[CH2:8][C:7](=[O:9])[N:6]([C:10]([C:13]2[CH:18]=[CH:17][CH:16]=[CH:15][CH:14]=2)([CH3:12])[CH3:11])[N:5]=1)([CH3:3])[CH3:2].[OH-].[Ca+2].[OH-].Cl[C:23]([O:25][CH2:26][CH3:27])=[O:24].